This data is from Forward reaction prediction with 1.9M reactions from USPTO patents (1976-2016). The task is: Predict the product of the given reaction. Given the reactants [CH2:1]([N:8]1[CH2:14][CH:13]2[CH:15]([NH:16][CH3:17])[CH:10]([CH2:11][CH2:12]2)[CH2:9]1)[C:2]1[CH:7]=[CH:6][CH:5]=[CH:4][CH:3]=1.CS(OC[CH2:24][CH2:25][CH:26]([C:38]1[CH:43]=[CH:42][C:41]([C:44]#[N:45])=[CH:40][CH:39]=1)[O:27][C:28]1[CH:33]=[CH:32][C:31]([O:34][CH3:35])=[C:30]([O:36][CH3:37])[CH:29]=1)(=O)=O.[C:46](=O)([O-])[O-].[K+].[K+], predict the reaction product. The product is: [CH2:1]([N:8]1[CH2:14][CH:13]2[CH:15]([N:16]([CH3:46])[CH2:17][CH2:24][CH2:25][CH:26]([C:38]3[CH:39]=[CH:40][C:41]([C:44]#[N:45])=[CH:42][CH:43]=3)[O:27][C:28]3[CH:33]=[CH:32][C:31]([O:34][CH3:35])=[C:30]([O:36][CH3:37])[CH:29]=3)[CH:10]([CH2:11][CH2:12]2)[CH2:9]1)[C:2]1[CH:3]=[CH:4][CH:5]=[CH:6][CH:7]=1.